From a dataset of Blood-brain barrier penetration binary classification data from Martins et al.. Regression/Classification. Given a drug SMILES string, predict its absorption, distribution, metabolism, or excretion properties. Task type varies by dataset: regression for continuous measurements (e.g., permeability, clearance, half-life) or binary classification for categorical outcomes (e.g., BBB penetration, CYP inhibition). Dataset: bbb_martins. (1) The compound is C[C@]12CC(=O)[C@H]3[C@@H](CCC4=CC(=O)CC[C@@]43C)[C@@H]1CC[C@]2(O)C(=O)CO. The result is 0 (does not penetrate BBB). (2) The molecule is COC1C=COC2(C)Oc3c(C)c(O)c4c(c3C2=O)C(=O)C(=CNN2CCN(C)CC2)C(=C4O)NC(=O)C(C)=CC=CC(C)C(O)C(C)C(O)C(C)C(OC(C)=O)C1C. The result is 0 (does not penetrate BBB). (3) The drug is O=C1Nc2ccc(Cl)nc2C(c2ccccc2Cl)=NC1O. The result is 1 (penetrates BBB). (4) The compound is O=C1[C@H]2CCCC[C@H]2C(=O)N1CCCCN1CCN(c2nsc3ccccc23)CC1. The result is 1 (penetrates BBB). (5) The compound is Nc1nc(=O)c2c([nH]1)NCC(CNc1ccc(C(=O)N[C@@H](CCC(=O)[O-])C(=O)[O-])cc1)N2C=O.[Ca+2]. The result is 1 (penetrates BBB). (6) The result is 1 (penetrates BBB). The molecule is CCC(=O)C1(N2CCCCC2)CCN(CCCC(=O)c2ccc(F)cc2)CC1. (7) The drug is CCN(CCO)CCn1c(Cc2ccccc2)nc2c1c(=O)n(C)c(=O)n2C. The result is 1 (penetrates BBB). (8) The compound is CN1CCN(CCC(=O)N2c3ccccc3Sc3ccc(C(F)(F)F)cc32)CC1. The result is 1 (penetrates BBB). (9) The compound is CN(C(=O)Cc1ccc(Cl)c(Cl)c1)C1CCCC[C@H]1N1CCCC1. The result is 1 (penetrates BBB). (10) The drug is c1ccc(C2CCN(CC3CCCc4c3ccc3c4OCO3)C2)cc1. The result is 1 (penetrates BBB).